This data is from Full USPTO retrosynthesis dataset with 1.9M reactions from patents (1976-2016). The task is: Predict the reactants needed to synthesize the given product. (1) Given the product [Cl:1][C:2]1[CH:10]=[C:9]2[C:5]([C:6]([CH2:18][C:19]3[CH:24]=[CH:23][CH:22]=[C:21]([Cl:25])[CH:20]=3)([CH:12]3[CH2:17][CH2:16][CH2:15][N:14]([C:39]([N:33]4[CH2:38][CH2:37][O:36][CH2:35][CH2:34]4)=[O:40])[CH2:13]3)[C:7](=[O:11])[NH:8]2)=[CH:4][CH:3]=1, predict the reactants needed to synthesize it. The reactants are: [Cl:1][C:2]1[CH:10]=[C:9]2[C:5]([C:6]([CH2:18][C:19]3[CH:24]=[CH:23][CH:22]=[C:21]([Cl:25])[CH:20]=3)([CH:12]3[CH2:17][CH2:16][CH2:15][NH:14][CH2:13]3)[C:7](=[O:11])[NH:8]2)=[CH:4][CH:3]=1.C(N(CC)CC)C.[N:33]1([C:39](Cl)=[O:40])[CH2:38][CH2:37][O:36][CH2:35][CH2:34]1. (2) Given the product [CH3:15][O:16][C:17]1[C:22]([NH:23][C:11]([C:9]2[C:10]3[C:2]([CH3:1])=[N:3][N:4]([C:26]4[CH:25]=[CH:47][C:45]([O:44][CH3:43])=[CH:30][CH:31]=4)[C:5]=3[N:6]=[C:7]([CH3:14])[CH:8]=2)=[O:13])=[C:21]([CH3:24])[CH:20]=[CH:19][N:18]=1, predict the reactants needed to synthesize it. The reactants are: [CH3:1][C:2]1[C:10]2[C:9]([C:11]([OH:13])=O)=[CH:8][C:7]([CH3:14])=[N:6][C:5]=2[NH:4][N:3]=1.[CH3:15][O:16][C:17]1[C:22]([NH2:23])=[C:21]([CH3:24])[CH:20]=[CH:19][N:18]=1.[CH3:25][C:26]1[C:31]([N+]([O-])=O)=[C:30](C)N=C(O)N=1.P(Cl)(Cl)(Cl)=O.C[CH2:43][O:44][C:45]([CH3:47])=O.CCCCCCC. (3) The reactants are: [NH2:1][C:2]1[C:7]([C:8]([NH:10][C:11]2[CH:16]=[CH:15][CH:14]=[CH:13][CH:12]=2)=[O:9])=[CH:6][C:5](Br)=[CH:4][N:3]=1.[N:18]1[CH:23]=[CH:22][CH:21]=[C:20](B(O)O)[CH:19]=1.C(=O)([O-])[O-].[K+].[K+]. Given the product [NH2:1][C:2]1[C:7]([C:8]([NH:10][C:11]2[CH:16]=[CH:15][CH:14]=[CH:13][CH:12]=2)=[O:9])=[CH:6][C:5]([C:20]2[CH:19]=[N:18][CH:23]=[CH:22][CH:21]=2)=[CH:4][N:3]=1, predict the reactants needed to synthesize it. (4) Given the product [CH:1]1([N:4]([C@@H:20]([C:22]2[CH:30]=[C:29]([O:31][CH2:32][CH2:33][CH2:34][O:35][CH3:36])[C:25]3[CH:26]=[CH:27][O:28][C:24]=3[CH:23]=2)[CH3:21])[C:5]([C@@H:7]2[O:12][CH2:11][CH2:10][NH:9][CH2:8]2)=[O:6])[CH2:3][CH2:2]1.[CH:1]1([N:4]([C@H:20]([C:22]2[CH:30]=[C:29]([O:31][CH2:32][CH2:33][CH2:34][O:35][CH3:36])[C:25]3[CH:26]=[CH:27][O:28][C:24]=3[CH:23]=2)[CH3:21])[C:5]([C@@H:7]2[O:12][CH2:11][CH2:10][NH:9][CH2:8]2)=[O:6])[CH2:3][CH2:2]1, predict the reactants needed to synthesize it. The reactants are: [CH:1]1([N:4]([CH:20]([C:22]2[CH:30]=[C:29]([O:31][CH2:32][CH2:33][CH2:34][O:35][CH3:36])[C:25]3[CH:26]=[CH:27][O:28][C:24]=3[CH:23]=2)[CH3:21])[C:5]([C@@H:7]2[O:12][CH2:11][CH2:10][N:9](C(OC(C)(C)C)=O)[CH2:8]2)=[O:6])[CH2:3][CH2:2]1.N1C(C)=CC=CC=1C.C[Si](OS(C(F)(F)F)(=O)=O)(C)C.C(=O)([O-])O.[Na+]. (5) Given the product [CH3:21][N:2]([CH3:1])[CH2:3][CH2:4][C:5]1[S:9][C:8]2[CH:10]=[CH:11][CH:12]=[CH:13][C:7]=2[C:6]=1[C:14]([C:16]1[S:20][CH:19]=[N:18][CH:17]=1)([OH:15])[CH3:22], predict the reactants needed to synthesize it. The reactants are: [CH3:1][N:2]([CH3:21])[CH2:3][CH2:4][C:5]1[S:9][C:8]2[CH:10]=[CH:11][CH:12]=[CH:13][C:7]=2[C:6]=1[C:14]([C:16]1[S:20][CH:19]=[N:18][CH:17]=1)=[O:15].[CH3:22][Mg+].[Br-]. (6) Given the product [Si:28]([O:35][CH2:36][CH2:37][CH2:38][NH:39][C:20](=[O:26])[NH:1][C:2]1[CH:11]=[CH:10][C:9]([C:12]([F:13])([F:14])[F:15])=[CH:8][C:3]=1[C:4]([O:6][CH3:7])=[O:5])([C:31]([CH3:33])([CH3:34])[CH3:32])([CH3:30])[CH3:29], predict the reactants needed to synthesize it. The reactants are: [NH2:1][C:2]1[CH:11]=[CH:10][C:9]([C:12]([F:15])([F:14])[F:13])=[CH:8][C:3]=1[C:4]([O:6][CH3:7])=[O:5].ClC(Cl)(O[C:20](=[O:26])OC(Cl)(Cl)Cl)Cl.[Si:28]([O:35][CH2:36][CH2:37][CH2:38][NH2:39])([C:31]([CH3:34])([CH3:33])[CH3:32])([CH3:30])[CH3:29]. (7) Given the product [S:11]([O:1][CH:2]1[CH2:5][CH:4]([C:6]([O:8][CH2:9][CH3:10])=[O:7])[CH2:3]1)([C:14]1[CH:20]=[CH:19][C:17]([CH3:18])=[CH:16][CH:15]=1)(=[O:13])=[O:12], predict the reactants needed to synthesize it. The reactants are: [OH:1][CH:2]1[CH2:5][CH:4]([C:6]([O:8][CH2:9][CH3:10])=[O:7])[CH2:3]1.[S:11](Cl)([C:14]1[CH:20]=[CH:19][C:17]([CH3:18])=[CH:16][CH:15]=1)(=[O:13])=[O:12]. (8) Given the product [CH3:2][N:3]1[CH2:7][CH2:6][CH2:5][C@H:4]1[C:8]([NH:53][C:54]1[CH:55]=[C:56]([C:60]2[N:69]=[C:68]([NH:70][C:71]3[CH:72]=[C:73]4[C:77](=[CH:78][CH:79]=3)[N:76]([C:80]([O:82][C:83]([CH3:86])([CH3:85])[CH3:84])=[O:81])[N:75]=[CH:74]4)[C:67]3[C:62](=[CH:63][CH:64]=[CH:65][CH:66]=3)[N:61]=2)[CH:57]=[CH:58][CH:59]=1)=[O:10], predict the reactants needed to synthesize it. The reactants are: O.[CH3:2][N:3]1[CH2:7][CH2:6][CH2:5][C@H:4]1[C:8]([OH:10])=O.C1CN([P+](ON2N=NC3C=CC=CC2=3)(N2CCCC2)N2CCCC2)CC1.F[P-](F)(F)(F)(F)F.CCN(C(C)C)C(C)C.[NH2:53][C:54]1[CH:55]=[C:56]([C:60]2[N:69]=[C:68]([NH:70][C:71]3[CH:72]=[C:73]4[C:77](=[CH:78][CH:79]=3)[N:76]([C:80]([O:82][C:83]([CH3:86])([CH3:85])[CH3:84])=[O:81])[N:75]=[CH:74]4)[C:67]3[C:62](=[CH:63][CH:64]=[CH:65][CH:66]=3)[N:61]=2)[CH:57]=[CH:58][CH:59]=1.